Dataset: Catalyst prediction with 721,799 reactions and 888 catalyst types from USPTO. Task: Predict which catalyst facilitates the given reaction. (1) Reactant: C[Si](C)(C)[C:3]1[S:4][CH:5]=[CH:6][N:7]=1.[Cl:10][CH2:11][C:12](Cl)=[O:13].C([O-])(O)=O.[Na+]. Product: [Cl:10][CH2:11][C:12]([C:3]1[S:4][CH:5]=[CH:6][N:7]=1)=[O:13]. The catalyst class is: 2. (2) Reactant: [OH:1][C:2]1[CH:7]=[CH:6][C:5]([N+:8]([O-:10])=[O:9])=[CH:4][C:3]=1[C:11](=[O:13])[CH3:12].[H-].[Na+].Br[CH:17]([C:24]1[CH:29]=[CH:28][CH:27]=[CH:26][CH:25]=1)[C:18]1[CH:23]=[CH:22][CH:21]=[CH:20][CH:19]=1. Product: [CH:17]([O:1][C:2]1[CH:7]=[CH:6][C:5]([N+:8]([O-:10])=[O:9])=[CH:4][C:3]=1[C:11](=[O:13])[CH3:12])([C:18]1[CH:23]=[CH:22][CH:21]=[CH:20][CH:19]=1)[C:24]1[CH:29]=[CH:28][CH:27]=[CH:26][CH:25]=1. The catalyst class is: 3.